From a dataset of Forward reaction prediction with 1.9M reactions from USPTO patents (1976-2016). Predict the product of the given reaction. (1) Given the reactants [F:1][C:2]1[C:7]([F:8])=[CH:6][C:5]([F:9])=[C:4]([F:10])[C:3]=1[OH:11].C(=O)([O-])[O-].[K+].[K+].Br[CH2:19][CH2:20][CH2:21][CH2:22][CH2:23][CH2:24][CH3:25].O, predict the reaction product. The product is: [CH2:19]([O:11][C:3]1[C:2]([F:1])=[C:7]([F:8])[CH:6]=[C:5]([F:9])[C:4]=1[F:10])[CH2:20][CH2:21][CH2:22][CH2:23][CH2:24][CH3:25]. (2) Given the reactants Br[C:2]1[CH:3]=[CH:4][C:5]([Cl:10])=[C:6]([O:8][CH3:9])[CH:7]=1.[Li]CCCC.C(OC([N:23]1[CH2:28][CH2:27][C:26]2([CH2:33][CH2:32][C:31](=O)[CH2:30][CH2:29]2)[CH2:25][CH2:24]1)=O)(C)(C)C, predict the reaction product. The product is: [Cl:10][C:5]1[CH:4]=[CH:3][C:2]([C:31]2[CH2:32][CH2:33][C:26]3([CH2:27][CH2:28][NH:23][CH2:24][CH2:25]3)[CH2:29][CH:30]=2)=[CH:7][C:6]=1[O:8][CH3:9]. (3) Given the reactants CN(C)[C:3]1[CH:8]=[CH:7][C:6]([CH:9]2[CH2:14][C:13](=[O:15])[CH2:12][C:11](=O)[CH2:10]2)=CC=1.C1C2(CC(=O)CC(=O)C2)CCC1.C([O-])(=O)C.[NH4+:34], predict the reaction product. The product is: [NH2:34][C:11]1[CH2:10][C:9]2([CH2:6][CH2:7][CH2:8][CH2:3]2)[CH2:14][C:13](=[O:15])[CH:12]=1. (4) Given the reactants [F:1][C:2]1[CH:3]=[C:4]([C@@H:8]2[NH:12][C@H:11]([CH2:13][OH:14])[CH2:10][CH2:9]2)[CH:5]=[N:6][CH:7]=1.Cl[C:16]1[CH:21]=[CH:20][N:19]2[N:22]=[CH:23][C:24]([C:25]([O:27][CH2:28][CH3:29])=[O:26])=[C:18]2[N:17]=1.CCN(C(C)C)C(C)C, predict the reaction product. The product is: [F:1][C:2]1[CH:3]=[C:4]([C@H:8]2[CH2:9][CH2:10][C@@H:11]([CH2:13][OH:14])[N:12]2[C:16]2[CH:21]=[CH:20][N:19]3[N:22]=[CH:23][C:24]([C:25]([O:27][CH2:28][CH3:29])=[O:26])=[C:18]3[N:17]=2)[CH:5]=[N:6][CH:7]=1. (5) The product is: [Br:1][C:2]1[CH:3]=[CH:4][C:5]2[N:6]([C:8]([C:16]3[CH:17]=[CH:18][C:13]([Cl:12])=[CH:14][CH:15]=3)=[CH:9][N:10]=2)[CH:7]=1. Given the reactants [Br:1][C:2]1[CH:3]=[CH:4][C:5]2[N:6]([C:8](I)=[CH:9][N:10]=2)[CH:7]=1.[Cl:12][C:13]1[CH:18]=[CH:17][C:16](B(O)O)=[CH:15][CH:14]=1.[O-]P([O-])([O-])=O.[K+].[K+].[K+], predict the reaction product. (6) The product is: [CH3:1][O:2][C:3]([CH:5]1[CH:10]([NH:11][S:39]([C:36]2[CH:37]=[CH:38][C:33]([O:32][CH2:31][C:29]3[C:28]4[C:23](=[CH:24][CH:25]=[CH:26][CH:27]=4)[N:22]=[C:21]([CH3:20])[CH:30]=3)=[CH:34][CH:35]=2)(=[O:40])=[O:41])[CH2:9][CH2:8][N:7]([C:12]([O:14][C:15]([CH3:18])([CH3:17])[CH3:16])=[O:13])[CH2:6]1)=[O:4]. Given the reactants [CH3:1][O:2][C:3]([CH:5]1[CH:10]([NH2:11])[CH2:9][CH2:8][N:7]([C:12]([O:14][C:15]([CH3:18])([CH3:17])[CH3:16])=[O:13])[CH2:6]1)=[O:4].Cl.[CH3:20][C:21]1[CH:30]=[C:29]([CH2:31][O:32][C:33]2[CH:38]=[CH:37][C:36]([S:39](Cl)(=[O:41])=[O:40])=[CH:35][CH:34]=2)[C:28]2[C:23](=[CH:24][CH:25]=[CH:26][CH:27]=2)[N:22]=1.C([O-])(O)=O.[Na+], predict the reaction product. (7) Given the reactants C(=O)([O-])[O-].[K+].[K+].[NH2:7][C:8]1[C:13]([F:14])=[C:12]([C:15]2[CH:20]=[CH:19][C:18]([C:21]#[C:22][Si](C)(C)C)=[CH:17][CH:16]=2)[N:11]=[C:10]([C:27]([O:29][CH3:30])=[O:28])[C:9]=1[Cl:31], predict the reaction product. The product is: [NH2:7][C:8]1[C:13]([F:14])=[C:12]([C:15]2[CH:16]=[CH:17][C:18]([C:21]#[CH:22])=[CH:19][CH:20]=2)[N:11]=[C:10]([C:27]([O:29][CH3:30])=[O:28])[C:9]=1[Cl:31].